Dataset: Reaction yield outcomes from USPTO patents with 853,638 reactions. Task: Predict the reaction yield, written as a fraction of the theoretical maximum amount of product (1.0 means a 100% yield; for example, 0.34 means a 34% yield). (1) The reactants are [F:1][C:2]1[CH:7]=[CH:6][C:5]([C:8]2[S:9][C:10]([C:13]([C:16]3[CH:21]=[CH:20][N:19]=[CH:18][CH:17]=3)([OH:15])[CH3:14])=[CH:11][N:12]=2)=[CH:4][CH:3]=1.[OH:22][S:23]([OH:26])(=[O:25])=[O:24]. The catalyst is C(O)C. The product is [S:23]([O-:26])([OH:25])(=[O:24])=[O:22].[F:1][C:2]1[CH:7]=[CH:6][C:5]([C:8]2[S:9][C:10]([C:13]([C:16]3[CH:17]=[CH:18][NH+:19]=[CH:20][CH:21]=3)([OH:15])[CH3:14])=[CH:11][N:12]=2)=[CH:4][CH:3]=1. The yield is 0.380. (2) The reactants are [F:1][C:2]1[CH:19]=[CH:18][C:5](/[CH:6]=[N:7]/[C:8]2[CH:16]=[CH:15][CH:14]=[C:13]3[C:9]=2[CH2:10][O:11][C:12]3=[O:17])=[CH:4][CH:3]=1.[CH3:20][N:21]1[C:25]([CH3:26])=[C:24]([CH3:27])[N:23]=[C:22]1[CH:28]=O.[O-:30][CH2:31][CH3:32].[Na+].C(O)C. The catalyst is C(OCC)(=O)CC. The product is [F:1][C:2]1[CH:3]=[CH:4][C:5]([CH:6]2[CH:28]([C:22]3[N:21]([CH3:20])[C:25]([CH3:26])=[C:24]([CH3:27])[N:23]=3)[C:31](=[O:30])[C:32]3[C:13]([C:12]([O:11][CH2:10][CH3:9])=[O:17])=[CH:14][CH:15]=[CH:16][C:8]=3[NH:7]2)=[CH:18][CH:19]=1. The yield is 0.180.